The task is: Predict the reactants needed to synthesize the given product.. This data is from Full USPTO retrosynthesis dataset with 1.9M reactions from patents (1976-2016). Given the product [Cl:16][C:13]1[CH:14]=[CH:15][C:10]([C:4]2[CH:5]=[C:6]([F:9])[N:7]=[CH:8][C:3]=2[CH2:2][N:20]2[CH2:19][CH2:18][N:17]([C:23]([O:25][C:26]([CH3:29])([CH3:28])[CH3:27])=[O:24])[CH2:22][CH2:21]2)=[CH:11][CH:12]=1, predict the reactants needed to synthesize it. The reactants are: Br[CH2:2][C:3]1[C:4]([C:10]2[CH:15]=[CH:14][C:13]([Cl:16])=[CH:12][CH:11]=2)=[CH:5][C:6]([F:9])=[N:7][CH:8]=1.[N:17]1([C:23]([O:25][C:26]([CH3:29])([CH3:28])[CH3:27])=[O:24])[CH2:22][CH2:21][NH:20][CH2:19][CH2:18]1.C(=O)([O-])[O-].[K+].[K+].